Dataset: Forward reaction prediction with 1.9M reactions from USPTO patents (1976-2016). Task: Predict the product of the given reaction. (1) Given the reactants CCN(C(C)C)C(C)C.[NH2:10][C:11]1[CH:23]=[CH:22][C:14]([CH:15]=[CH:16][C:17]([O:19][CH2:20][CH3:21])=[O:18])=[CH:13][CH:12]=1.CN(C(ON1N=[N:39][C:34]2[CH:35]=[CH:36][CH:37]=N[C:33]1=2)=[N+](C)C)C.F[P-](F)(F)(F)(F)F.CC([O:52]C)(C)C, predict the reaction product. The product is: [CH2:20]([O:19][C:17](=[O:18])/[CH:16]=[CH:15]/[C:14]1[CH:13]=[CH:12][C:11]([NH:10][C:33]([C:34]2([NH2:39])[CH2:37][CH2:36][CH2:35]2)=[O:52])=[CH:23][CH:22]=1)[CH3:21]. (2) The product is: [F:1][C:2]1[CH:7]=[C:6]([NH:8][CH:9]([CH3:11])[CH3:10])[C:5]([NH2:12])=[CH:4][CH:3]=1. Given the reactants [F:1][C:2]1[CH:3]=[CH:4][C:5]([N+:12]([O-])=O)=[C:6]([NH:8][CH:9]([CH3:11])[CH3:10])[CH:7]=1, predict the reaction product. (3) Given the reactants [F:1][C:2](=[C:12]([F:14])[F:13])[CH2:3][CH2:4][S:5][CH:6]1[NH:10][C:9](=[O:11])[CH2:8][O:7]1.C(N(CC)CC)C.[CH3:22][S:23](Cl)(=[O:25])=[O:24], predict the reaction product. The product is: [CH3:22][S:23]([O:11][C:9]1[N:10]=[C:6]([S:5][CH2:4][CH2:3][C:2]([F:1])=[C:12]([F:13])[F:14])[O:7][CH:8]=1)(=[O:25])=[O:24]. (4) Given the reactants C(NC(C)C)(C)C.[C:8]([O:11][CH3:12])(=[O:10])[CH3:9].[Br:13][C:14]1[CH:15]=[CH:16][C:17]([F:31])=[C:18](/[C:20](=[N:24]\[S@:25]([C:27]([CH3:30])([CH3:29])[CH3:28])=[O:26])/[CH:21]([F:23])[F:22])[CH:19]=1, predict the reaction product. The product is: [Br:13][C:14]1[CH:15]=[CH:16][C:17]([F:31])=[C:18]([C:20]([NH:24][S@:25]([C:27]([CH3:29])([CH3:28])[CH3:30])=[O:26])([CH:21]([F:23])[F:22])[CH2:9][C:8]([O:11][CH3:12])=[O:10])[CH:19]=1. (5) The product is: [O:3]1[CH2:4][CH2:32][N:62]([CH2:61][CH2:33][O:34][C:35]2[CH:54]=[CH:53][C:38]3[CH:39]=[C:40](/[CH:42]=[CH:43]/[C:44]4[CH:49]=[CH:48][C:47]([N:50]([CH3:51])[CH3:52])=[CH:46][CH:45]=4)[O:41][C:37]=3[CH:36]=2)[CH2:2]1. Given the reactants [Br-].[CH3:2][O:3][C:4]1[CH:32]=CC2C=C(C[P+](C3C=CC=CC=3)(C3C=CC=CC=3)C3C=CC=CC=3)OC=2C=1.[CH3:33][O:34][C:35]1[CH:54]=[CH:53][C:38]2[CH:39]=[C:40](/[CH:42]=[CH:43]/[C:44]3[CH:49]=[CH:48][C:47]([N:50]([CH3:52])[CH3:51])=[CH:46][CH:45]=3)[O:41][C:37]=2[CH:36]=1.C(=O)([O-])[O-].[K+].[K+].[CH3:61][N:62](C)C1C=CC(C=O)=CC=1, predict the reaction product.